This data is from Full USPTO retrosynthesis dataset with 1.9M reactions from patents (1976-2016). The task is: Predict the reactants needed to synthesize the given product. (1) Given the product [F:46][C:44]1[CH:43]=[CH:42][C:41]([C:8]2[CH:7]=[CH:6][C:5]3[C:10](=[CH:11][CH:12]=[C:3]([O:2][CH3:1])[CH:4]=3)[C:9]=2[C:13]([C:14]2[CH:19]=[CH:18][C:17]([O:20][CH2:21][CH2:22][N:23]3[CH2:28][CH2:27][CH2:26][CH2:25][CH2:24]3)=[CH:16][CH:15]=2)=[O:29])=[C:40]([S:39][CH3:38])[CH:45]=1, predict the reactants needed to synthesize it. The reactants are: [CH3:1][O:2][C:3]1[CH:4]=[C:5]2[C:10](=[CH:11][CH:12]=1)[C:9]([C:13](=[O:29])[C:14]1[CH:19]=[CH:18][C:17]([O:20][CH2:21][CH2:22][N:23]3[CH2:28][CH2:27][CH2:26][CH2:25][CH2:24]3)=[CH:16][CH:15]=1)=[C:8](OS(C(F)(F)F)(=O)=O)[CH:7]=[CH:6]2.[CH3:38][S:39][C:40]1[CH:45]=[C:44]([F:46])[CH:43]=[CH:42][C:41]=1B(O)O.[F-].[Cs+].C1(P(C2CCCCC2)C2CCCCC2)CCCCC1. (2) Given the product [CH3:1][O:2][C:3]([C:5]1[S:6][CH:7]=[C:8]([CH2:10][CH2:11][CH2:12][CH2:13][OH:14])[CH:9]=1)=[O:4], predict the reactants needed to synthesize it. The reactants are: [CH3:1][O:2][C:3]([C:5]1[S:6][CH:7]=[C:8]([C:10]#[C:11][CH2:12][CH2:13][OH:14])[CH:9]=1)=[O:4].